This data is from Full USPTO retrosynthesis dataset with 1.9M reactions from patents (1976-2016). The task is: Predict the reactants needed to synthesize the given product. (1) Given the product [Br:7][C:8]1[CH:9]=[C:10]([N:11]2[CH2:5][CH2:4][CH2:3][C:2]2=[O:1])[CH:12]=[CH:13][CH:14]=1, predict the reactants needed to synthesize it. The reactants are: [O:1]1[CH2:5][CH2:4][CH2:3][C:2]1=O.[Br:7][C:8]1[CH:9]=[C:10]([CH:12]=[CH:13][CH:14]=1)[NH2:11].Cl. (2) The reactants are: C[O:2][C:3]1[CH:8]=[CH:7][C:6]([N:9]2[CH2:14][CH2:13][N:12]([CH2:15][CH2:16][C:17]3[CH:22]=[CH:21][CH:20]=[CH:19][CH:18]=3)[CH2:11][CH2:10]2)=[CH:5][C:4]=1[CH3:23].[Cl-].[NH+]1C=CC=CC=1.C(=O)([O-])O.[Na+]. Given the product [CH3:23][C:4]1[CH:5]=[C:6]([N:9]2[CH2:10][CH2:11][N:12]([CH2:15][CH2:16][C:17]3[CH:18]=[CH:19][CH:20]=[CH:21][CH:22]=3)[CH2:13][CH2:14]2)[CH:7]=[CH:8][C:3]=1[OH:2], predict the reactants needed to synthesize it. (3) Given the product [C:13]([O:16][CH2:2][C:3]([O:11][CH3:12])=[CH:4][C:5](=[O:10])[C:6]([F:9])([F:8])[F:7])(=[O:15])[CH3:14], predict the reactants needed to synthesize it. The reactants are: Br[CH2:2][C:3]([O:11][CH3:12])=[CH:4][C:5](=[O:10])[C:6]([F:9])([F:8])[F:7].[C:13]([O-:16])(=[O:15])[CH3:14].[K+].C(O)(=O)C. (4) Given the product [Cl:39][C:24]1[C:25]([NH:27][C@@H:28]2[CH2:33][CH2:32][CH2:31][CH2:30][C@H:29]2[NH:34][S:35]([CH3:38])(=[O:37])=[O:36])=[N:26][C:21]([NH:19][C:4]2[CH:5]=[CH:6][C:7]3[CH2:13][CH2:12][CH:11]([NH:14][CH2:15][CH2:16][O:17][CH3:18])[CH2:10][CH2:9][C:8]=3[C:3]=2[O:2][CH3:1])=[N:22][CH:23]=1, predict the reactants needed to synthesize it. The reactants are: [CH3:1][O:2][C:3]1[C:8]2[CH2:9][CH2:10][CH:11]([NH:14][CH2:15][CH2:16][O:17][CH3:18])[CH2:12][CH2:13][C:7]=2[CH:6]=[CH:5][C:4]=1[NH2:19].Cl[C:21]1[N:26]=[C:25]([NH:27][C@@H:28]2[CH2:33][CH2:32][CH2:31][CH2:30][C@H:29]2[NH:34][S:35]([CH3:38])(=[O:37])=[O:36])[C:24]([Cl:39])=[CH:23][N:22]=1. (5) Given the product [I:1][C:2]1[CH:3]=[C:4]2[C:8](=[CH:9][CH:10]=1)[CH2:7][N:6]([C:20]([C:19]1[CH:23]=[C:15]([S:12]([CH3:11])(=[O:13])=[O:14])[CH:16]=[CH:17][C:18]=1[O:24][C@@H:25]([CH3:30])[C:26]([F:28])([F:29])[F:27])=[O:21])[CH2:5]2, predict the reactants needed to synthesize it. The reactants are: [I:1][C:2]1[CH:3]=[C:4]2[C:8](=[CH:9][CH:10]=1)[CH2:7][NH:6][CH2:5]2.[CH3:11][S:12]([C:15]1[CH:16]=[CH:17][C:18]([O:24][C@@H:25]([CH3:30])[C:26]([F:29])([F:28])[F:27])=[C:19]([CH:23]=1)[C:20](O)=[O:21])(=[O:14])=[O:13]. (6) Given the product [CH3:68][C:62]1[C:63]([CH3:67])=[CH:64][CH:65]=[CH:66][C:61]=1[O:60][CH2:59][CH2:58][CH2:57][C:56]([N:51]1[C:52]2[C:47](=[C:46]([C:42]3[CH:41]=[C:40]([CH:45]=[CH:44][CH:43]=3)[CH2:39][NH:38][C:21]([N:16]3[CH2:17][CH2:12][N:70]([CH2:71][CH2:72][S:73]([OH:76])(=[O:75])=[O:74])[CH2:14][CH2:15]3)=[O:34])[CH:55]=[CH:54][CH:53]=2)[CH2:48][CH2:49][CH2:50]1)=[O:69], predict the reactants needed to synthesize it. The reactants are: NC1C=C(C=CC=1)CN1N=NC(C2C=CC=[C:17]3[C:12]=2C[CH2:14][CH2:15][N:16]3[C:21](=[O:34])CCCOC2C=CC=C(C)C=2C)=N1.[NH2:38][CH2:39][C:40]1[CH:41]=[C:42]([C:46]2[CH:55]=[CH:54][CH:53]=[C:52]3[C:47]=2[CH2:48][CH2:49][CH2:50][N:51]3[C:56](=[O:69])[CH2:57][CH2:58][CH2:59][O:60][C:61]2[CH:66]=[CH:65][CH:64]=[C:63]([CH3:67])[C:62]=2[CH3:68])[CH:43]=[CH:44][CH:45]=1.[NH2:70][CH2:71][CH2:72][S:73]([OH:76])(=[O:75])=[O:74].N1(CCS(O)(=O)=O)CCNCC1. (7) Given the product [CH2:17]([C:16]([C:12]1[S:11][C:10]([C:8]([NH:7][CH2:6][C:5]([OH:36])=[O:4])=[O:9])=[C:14]([CH3:15])[CH:13]=1)([C:19]1[CH:24]=[CH:23][C:22]([CH2:25][CH2:26][CH:27]([OH:32])[C:28]([CH3:30])([CH3:31])[CH3:29])=[C:21]([CH3:33])[CH:20]=1)[CH2:34][CH3:35])[CH3:18], predict the reactants needed to synthesize it. The reactants are: [Li+].[OH-].C[O:4][C:5](=[O:36])[CH2:6][NH:7][C:8]([C:10]1[S:11][C:12]([C:16]([CH2:34][CH3:35])([C:19]2[CH:24]=[CH:23][C:22]([CH2:25][CH2:26][CH:27]([OH:32])[C:28]([CH3:31])([CH3:30])[CH3:29])=[C:21]([CH3:33])[CH:20]=2)[CH2:17][CH3:18])=[CH:13][C:14]=1[CH3:15])=[O:9]. (8) Given the product [Cl:17][C:14]1[CH:15]=[CH:16][C:11]([N:10]2[C:9](=[O:26])[CH:8]=[C:7]([C:27]([F:28])([F:29])[F:30])[N:6]=[C:5]2[O:2][CH3:1])=[CH:12][C:13]=1[CH:18]=[C:19]([Cl:20])[C:21]([O:23][CH3:24])=[O:22], predict the reactants needed to synthesize it. The reactants are: [CH3:1][O-:2].[Na+].Cl[C:5]1[N:10]([C:11]2[CH:16]=[CH:15][C:14]([Cl:17])=[C:13]([CH:18]=[C:19]([C:21]([O:23][CH2:24]C)=[O:22])[Cl:20])[CH:12]=2)[C:9](=[O:26])[CH:8]=[C:7]([C:27]([F:30])([F:29])[F:28])[N:6]=1. (9) Given the product [F:1][CH:2]([F:26])[O:3][C:4]1[CH:9]=[CH:8][C:7]([C:10]2[CH:18]=[CH:17][CH:16]=[C:15]3[C:11]=2[CH2:12][CH2:13][C:14]3=[O:19])=[C:6]([OH:20])[C:5]=1[O:24][CH3:25], predict the reactants needed to synthesize it. The reactants are: [F:1][CH:2]([F:26])[O:3][C:4]1[CH:9]=[CH:8][C:7]([C:10]2[CH:18]=[CH:17][CH:16]=[C:15]3[C:11]=2[CH2:12][CH2:13][C:14]3=[O:19])=[C:6]([O:20]COC)[C:5]=1[O:24][CH3:25].Cl. (10) Given the product [Br:1][C:2]1[CH:7]=[CH:6][C:5]([C:8]([F:14])([F:13])[CH2:9][CH2:18][C:17]([OH:20])=[O:15])=[CH:4][CH:3]=1, predict the reactants needed to synthesize it. The reactants are: [Br:1][C:2]1[CH:7]=[CH:6][C:5]([C:8]([F:14])([F:13])[CH2:9]CC#N)=[CH:4][CH:3]=1.[OH-:15].[K+].[CH2:17]([OH:20])[CH2:18]O.